Dataset: Full USPTO retrosynthesis dataset with 1.9M reactions from patents (1976-2016). Task: Predict the reactants needed to synthesize the given product. (1) Given the product [CH:1](=[O:19])[CH:2]=[CH:3][CH:4]=[CH:5][CH2:6][CH2:7][CH2:8][CH2:9][CH3:10], predict the reactants needed to synthesize it. The reactants are: [C:1](O)(=[O:19])[CH2:2][CH2:3][CH2:4][CH2:5][CH2:6][CH2:7][CH2:8]/[CH:9]=[CH:10]\C/C=C\CCCCC.C(=O)CCCCC.C(O)CCCCC. (2) Given the product [NH2:25][C:26]1[N:31]=[C:30]([O:32][C:33]2[CH:42]=[C:37]([C:38]3[CH:17]=[C:6]4[C:7](=[C:15]([NH2:47])[N:16]=3)[CH:8]=[N:9][C:10]3[CH:11]=[C:12]([O:13][CH3:14])[C:3]([O:2][CH3:1])=[CH:4][C:5]4=3)[CH:36]=[N:35][CH:34]=2)[CH:29]=[CH:28][CH:27]=1, predict the reactants needed to synthesize it. The reactants are: [CH3:1][O:2][C:3]1[CH:4]=[C:5]2[C:10](=[CH:11][C:12]=1[O:13][CH3:14])[N:9]=[CH:8][C:7]([C:15]#[N:16])=[C:6]2[CH3:17].C(OC([NH:25][C:26]1[N:31]=[C:30]([O:32][C:33]2[CH:34]=[N:35][CH:36]=[C:37]([CH:42]=2)[C:38](OC)=O)[CH:29]=[CH:28][CH:27]=1)=O)(C)(C)C.C[Si]([N-:47][Si](C)(C)C)(C)C.[Li+].C([O-])(=O)C.[NH4+]. (3) Given the product [OH:1][C:2]1[C:9]([N+:10]([O-:12])=[O:11])=[CH:8][C:5]([CH:6]2[C:25]([C:26]3[CH:31]=[CH:30][CH:29]=[CH:28][CH:27]=3)=[C:24]([C:18]3[CH:23]=[CH:22][CH:21]=[CH:20][CH:19]=3)[NH:36][C:34](=[O:35])[NH:33]2)=[CH:4][C:3]=1[O:13][CH2:14][CH2:15][O:16][CH3:17], predict the reactants needed to synthesize it. The reactants are: [OH:1][C:2]1[C:9]([N+:10]([O-:12])=[O:11])=[CH:8][C:5]([CH:6]=O)=[CH:4][C:3]=1[O:13][CH2:14][CH2:15][O:16][CH3:17].[C:18]1([C:24](=O)[CH2:25][C:26]2[CH:31]=[CH:30][CH:29]=[CH:28][CH:27]=2)[CH:23]=[CH:22][CH:21]=[CH:20][CH:19]=1.[NH2:33][C:34]([NH2:36])=[O:35].Cl. (4) Given the product [CH3:24][O:23][CH2:22][C:16]1([CH2:15][N:5]([C@@H:6]2[CH2:8][C@H:7]2[C:9]2[CH:14]=[CH:13][CH:12]=[CH:11][CH:10]=2)[C:3](=[O:4])[C:2]([F:1])([F:25])[F:26])[CH2:21][CH2:20][N:19]([CH2:36][C:38]2([C:43]([O:45][C:46]([CH3:49])([CH3:48])[CH3:47])=[O:44])[CH2:42][CH2:41][CH2:40][CH2:39]2)[CH2:18][CH2:17]1, predict the reactants needed to synthesize it. The reactants are: [F:1][C:2]([F:26])([F:25])[C:3]([N:5]([CH2:15][C:16]1([CH2:22][O:23][CH3:24])[CH2:21][CH2:20][NH:19][CH2:18][CH2:17]1)[C@@H:6]1[CH2:8][C@H:7]1[C:9]1[CH:14]=[CH:13][CH:12]=[CH:11][CH:10]=1)=[O:4].C(N(CC)C(C)C)(C)C.[CH:36]([C:38]1([C:43]([O:45][C:46]([CH3:49])([CH3:48])[CH3:47])=[O:44])[CH2:42][CH2:41][CH2:40][CH2:39]1)=O.C(O[BH-](OC(=O)C)OC(=O)C)(=O)C.[Na+]. (5) Given the product [Cl:12][C:13]1[C:18]([N:19]2[CH2:20][CH2:21][CH:22]([C:25]3[N:26]=[C:27]([O:33][CH3:34])[CH:28]=[C:29]([O:31][CH3:32])[N:30]=3)[CH2:23][CH2:24]2)=[CH:17][N:16]=[N:15][C:14]=1[NH:35][NH:36][C:9](=[O:11])[CH2:8][CH:5]1[CH2:6][CH2:7]1, predict the reactants needed to synthesize it. The reactants are: S(Cl)(Cl)=O.[CH:5]1([CH2:8][C:9]([OH:11])=O)[CH2:7][CH2:6]1.[Cl:12][C:13]1[C:18]([N:19]2[CH2:24][CH2:23][CH:22]([C:25]3[N:30]=[C:29]([O:31][CH3:32])[CH:28]=[C:27]([O:33][CH3:34])[N:26]=3)[CH2:21][CH2:20]2)=[CH:17][N:16]=[N:15][C:14]=1[NH:35][NH2:36].C(=O)(O)[O-].[Na+]. (6) Given the product [Cl:1][C:2]1[CH:7]=[CH:6][CH:5]=[CH:4][C:3]=1[C:8]1[O:9][C:10]2[C:15]([C:16](=[O:18])[CH:17]=1)=[C:14]([O:19][CH3:20])[CH:13]=[C:12]([O:21][CH3:22])[C:11]=2[C@@H:23]1[CH2:28][CH2:27][N:26]([C:29]2[CH:34]=[CH:33][C:32]([O:35][CH3:36])=[CH:31][CH:30]=2)[C@H:25]1[CH2:24][O:37][C:50](=[O:52])[CH3:51], predict the reactants needed to synthesize it. The reactants are: [Cl:1][C:2]1[CH:7]=[CH:6][CH:5]=[CH:4][C:3]=1[C:8]1[O:9][C:10]2[C:15]([C:16](=[O:18])[CH:17]=1)=[C:14]([O:19][CH3:20])[CH:13]=[C:12]([O:21][CH3:22])[C:11]=2[C@@H:23]1[CH2:28][CH2:27][N:26]([C:29]2[CH:34]=[CH:33][C:32]([O:35][CH3:36])=[CH:31][CH:30]=2)[CH2:25][C@H:24]1[OH:37].CS(Cl)(=O)=O.C(N(CC)CC)C.[C:50]([O-])(=[O:52])[CH3:51].[Na+]. (7) Given the product [C:18]([O:21][C:22]([N:1]1[C:5]2[CH:6]=[CH:7][CH:8]=[C:9]([CH2:10][OH:11])[C:4]=2[N:3]=[N:2]1)=[O:23])([CH3:20])([CH3:19])[CH3:17], predict the reactants needed to synthesize it. The reactants are: [NH:1]1[C:5]2[CH:6]=[CH:7][CH:8]=[C:9]([CH2:10][OH:11])[C:4]=2[N:3]=[N:2]1.C(=O)(O)[O-].[Na+].[CH3:17][C:18]([O:21][C:22](O[C:22]([O:21][C:18]([CH3:20])([CH3:19])[CH3:17])=[O:23])=[O:23])([CH3:20])[CH3:19].C(O)(=O)CC(CC(O)=O)(C(O)=O)O.